This data is from Full USPTO retrosynthesis dataset with 1.9M reactions from patents (1976-2016). The task is: Predict the reactants needed to synthesize the given product. (1) Given the product [Br:3][C:4]1[CH:9]=[CH:8][N:7]=[C:6]2[N:10]([S:13]([C:16]3[CH:22]=[CH:21][C:19]([CH3:20])=[CH:18][CH:17]=3)(=[O:15])=[O:14])[CH:11]=[CH:12][C:5]=12, predict the reactants needed to synthesize it. The reactants are: [OH-].[Na+].[Br:3][C:4]1[CH:9]=[CH:8][N:7]=[C:6]2[NH:10][CH:11]=[CH:12][C:5]=12.[S:13](Cl)([C:16]1[CH:22]=[CH:21][C:19]([CH3:20])=[CH:18][CH:17]=1)(=[O:15])=[O:14]. (2) Given the product [C:1]([CH:4]([NH:8][C@H:7]([C:9]([OH:11])=[O:10])[CH2:6][SH:5])[CH3:12])([OH:3])=[O:2].[C:1]([OH:3])(=[O:2])[CH:4]([CH3:12])[OH:13].[NH2:8][C@H:7]([C:9]([OH:11])=[O:10])[CH2:6][SH:5], predict the reactants needed to synthesize it. The reactants are: [C:1]([C:4]1([CH3:12])[NH:8][CH:7]([C:9]([OH:11])=[O:10])[CH2:6][S:5]1)([OH:3])=[O:2].[OH2:13]. (3) Given the product [OH:2][C:3]1[CH:4]=[C:5]2[C:9](=[CH:10][CH:11]=1)[NH:8][N:7]=[CH:6]2, predict the reactants needed to synthesize it. The reactants are: C[O:2][C:3]1[CH:4]=[C:5]2[C:9](=[CH:10][CH:11]=1)[NH:8][N:7]=[CH:6]2.B(Br)(Br)Br.O.C(=O)([O-])O.[Na+].